Regression. Given two drug SMILES strings and cell line genomic features, predict the synergy score measuring deviation from expected non-interaction effect. From a dataset of NCI-60 drug combinations with 297,098 pairs across 59 cell lines. (1) Drug 1: CC(C1=C(C=CC(=C1Cl)F)Cl)OC2=C(N=CC(=C2)C3=CN(N=C3)C4CCNCC4)N. Drug 2: CC1=CC=C(C=C1)C2=CC(=NN2C3=CC=C(C=C3)S(=O)(=O)N)C(F)(F)F. Cell line: 786-0. Synergy scores: CSS=6.34, Synergy_ZIP=-1.10, Synergy_Bliss=2.47, Synergy_Loewe=2.74, Synergy_HSA=3.00. (2) Drug 1: C1=CC(=CC=C1C#N)C(C2=CC=C(C=C2)C#N)N3C=NC=N3. Drug 2: CC1=C2C(C(=O)C3(C(CC4C(C3C(C(C2(C)C)(CC1OC(=O)C(C(C5=CC=CC=C5)NC(=O)OC(C)(C)C)O)O)OC(=O)C6=CC=CC=C6)(CO4)OC(=O)C)O)C)O. Cell line: SK-OV-3. Synergy scores: CSS=-3.21, Synergy_ZIP=-1.17, Synergy_Bliss=-4.68, Synergy_Loewe=-3.90, Synergy_HSA=-4.41.